Dataset: Reaction yield outcomes from USPTO patents with 853,638 reactions. Task: Predict the reaction yield, written as a fraction of the theoretical maximum amount of product (1.0 means a 100% yield; for example, 0.34 means a 34% yield). (1) The reactants are [C:1]([O:5][C:6]([N:8]([CH3:42])[C@@H:9]([CH3:41])[C:10]([NH:12][C@@H:13]1[C:19](=[O:20])[N:18]([CH2:21][C:22]2[C:31]([O:32][CH3:33])=[CH:30][CH:29]=[C:28]3[C:23]=2[CH:24]=[CH:25][C:26]([C:34](O)=[O:35])=[CH:27]3)[C:17]2[CH:37]=[CH:38][CH:39]=[CH:40][C:16]=2[CH2:15][CH2:14]1)=[O:11])=[O:7])([CH3:4])([CH3:3])[CH3:2].CCN=C=NCCCN(C)C.[CH3:54][S:55]([NH2:58])(=[O:57])=[O:56].CC#N.O. The catalyst is CN(C1C=CN=CC=1)C.C(Cl)Cl. The product is [C:1]([O:5][C:6](=[O:7])[N:8]([C@H:9]([C:10](=[O:11])[NH:12][C@@H:13]1[C:19](=[O:20])[N:18]([CH2:21][C:22]2[C:23]3[C:28](=[CH:27][C:26]([C:34]([NH:58][S:55]([CH3:54])(=[O:57])=[O:56])=[O:35])=[CH:25][CH:24]=3)[CH:29]=[CH:30][C:31]=2[O:32][CH3:33])[C:17]2[CH:37]=[CH:38][CH:39]=[CH:40][C:16]=2[CH2:15][CH2:14]1)[CH3:41])[CH3:42])([CH3:2])([CH3:3])[CH3:4]. The yield is 0.230. (2) The reactants are [O:1]1CCCO[CH:2]1[C:7]1[CH:8]=[CH:9][C:10]([C:13]2[S:21][C:20]3[C:15](=[N:16][CH:17]=[CH:18][C:19]=3[O:22][C:23]3[CH:28]=[CH:27][C:26]([N+:29]([O-:31])=[O:30])=[CH:25][C:24]=3[F:32])[CH:14]=2)=[N:11][CH:12]=1. The catalyst is C(O)(=O)C.O. The product is [F:32][C:24]1[CH:25]=[C:26]([N+:29]([O-:31])=[O:30])[CH:27]=[CH:28][C:23]=1[O:22][C:19]1[CH:18]=[CH:17][N:16]=[C:15]2[CH:14]=[C:13]([C:10]3[CH:9]=[CH:8][C:7]([CH:2]=[O:1])=[CH:12][N:11]=3)[S:21][C:20]=12. The yield is 0.760. (3) The reactants are [NH2:1][CH2:2][CH2:3][CH2:4][N:5]1[C:13]2[C:8](=[CH:9][CH:10]=[CH:11][CH:12]=2)[C:7]2([C:17]3=[CH:18][C:19]4[O:23][CH2:22][O:21][C:20]=4[CH:24]=[C:16]3[O:15][CH2:14]2)[C:6]1=[O:25].C(N(CC)CC)C.[Cl:33][C:34]1[CH:38]=[CH:37][S:36][C:35]=1[C:39](Cl)=[O:40]. The catalyst is ClCCl. The product is [Cl:33][C:34]1[CH:38]=[CH:37][S:36][C:35]=1[C:39]([NH:1][CH2:2][CH2:3][CH2:4][N:5]1[C:13]2[C:8](=[CH:9][CH:10]=[CH:11][CH:12]=2)[C:7]2([C:17]3=[CH:18][C:19]4[O:23][CH2:22][O:21][C:20]=4[CH:24]=[C:16]3[O:15][CH2:14]2)[C:6]1=[O:25])=[O:40]. The yield is 0.670. (4) The reactants are CO[C:3](=[O:25])[C:4]1[CH:9]=[CH:8][C:7]([NH:10][CH2:11][C:12]2[C:13]([C:18]3[CH:23]=[CH:22][C:21]([F:24])=[CH:20][CH:19]=3)=[N:14][O:15][C:16]=2[CH3:17])=[N:6][CH:5]=1.[NH2:26][CH2:27][CH:28]1[CH2:30][CH2:29]1. No catalyst specified. The product is [CH:28]1([CH2:27][NH:26][C:3](=[O:25])[C:4]2[CH:9]=[CH:8][C:7]([NH:10][CH2:11][C:12]3[C:13]([C:18]4[CH:23]=[CH:22][C:21]([F:24])=[CH:20][CH:19]=4)=[N:14][O:15][C:16]=3[CH3:17])=[N:6][CH:5]=2)[CH2:30][CH2:29]1. The yield is 0.830. (5) The reactants are Cl[C:2]1[N:7]=[CH:6][C:5]([C:8]([OH:10])=[O:9])=[CH:4][CH:3]=1.[F:11][C:12]([F:16])([F:15])[CH2:13][OH:14].[OH-].[K+].Cl. The catalyst is CS(C)=O. The product is [F:11][C:12]([F:16])([F:15])[CH2:13][O:14][C:2]1[N:7]=[CH:6][C:5]([C:8]([OH:10])=[O:9])=[CH:4][CH:3]=1. The yield is 0.820.